This data is from HIV replication inhibition screening data with 41,000+ compounds from the AIDS Antiviral Screen. The task is: Binary Classification. Given a drug SMILES string, predict its activity (active/inactive) in a high-throughput screening assay against a specified biological target. (1) The compound is C[CH-][Ge]([CH-]C)([CH-]C)[OH+]C(=O)CNC(C)=O. The result is 0 (inactive). (2) The compound is O=[N+]([O-])c1ccccc1S(=O)(=O)c1ccc(Cl)cc1. The result is 1 (active). (3) The drug is CC(C)(C)CC1=CC(=O)C(C2=CC(=O)C(CC(C)(C)C)=CC2=O)=CC1=O. The result is 0 (inactive). (4) The molecule is O=C(Cn1c2ccc(Br)cc2c2nc3ccccc3nc21)NNC(=S)NC1CCCCC1. The result is 0 (inactive). (5) The molecule is CS1(=O)=CC(=O)CC(c2ccccc2)C1. The result is 0 (inactive).